From a dataset of Reaction yield outcomes from USPTO patents with 853,638 reactions. Predict the reaction yield, written as a fraction of the theoretical maximum amount of product (1.0 means a 100% yield; for example, 0.34 means a 34% yield). (1) The reactants are [Cl:1][C:2]1[CH:29]=[CH:28][C:5]([O:6][C:7]2[CH:12]=[CH:11][C:10]([C:13]3[CH:14]([C:23](OCC)=[O:24])[C:15]4([CH2:22][CH2:21][CH2:20][CH2:19][CH2:18]4)[O:16][N:17]=3)=[CH:9][CH:8]=2)=[CH:4][CH:3]=1.[H-].[H-].[H-].[H-].[Li+].[Al+3].O. The catalyst is C1COCC1. The product is [Cl:1][C:2]1[CH:29]=[CH:28][C:5]([O:6][C:7]2[CH:8]=[CH:9][C:10]([C:13]3[CH:14]([CH2:23][OH:24])[C:15]4([CH2:22][CH2:21][CH2:20][CH2:19][CH2:18]4)[O:16][N:17]=3)=[CH:11][CH:12]=2)=[CH:4][CH:3]=1. The yield is 0.830. (2) The reactants are Br[CH2:2][CH2:3][CH2:4][CH3:5].C(=O)([O-])[O-].[K+].[K+].[CH2:12]([O:19][C:20]1[CH:25]=[CH:24][NH:23][C:22](=[O:26])[CH:21]=1)[C:13]1[CH:18]=[CH:17][CH:16]=[CH:15][CH:14]=1. The catalyst is C(#N)C. The product is [CH2:12]([O:19][C:20]1[CH:25]=[CH:24][N:23]([CH2:2][CH2:3][CH2:4][CH3:5])[C:22](=[O:26])[CH:21]=1)[C:13]1[CH:14]=[CH:15][CH:16]=[CH:17][CH:18]=1. The yield is 0.980.